From a dataset of Catalyst prediction with 721,799 reactions and 888 catalyst types from USPTO. Predict which catalyst facilitates the given reaction. (1) Reactant: [Na].[CH2:2]([OH:14])[CH2:3][CH2:4][CH2:5][CH2:6][CH2:7][CH2:8][CH2:9][CH2:10][CH2:11][CH2:12][CH3:13].C(O[Na])CCCCCCCCCCC.[H][H].[F:31][C:32]1[C:37](F)=[CH:36][C:35]([NH2:39])=[C:34]([N+:40]([O-:42])=[O:41])[CH:33]=1. Product: [CH2:2]([O:14][C:37]1[C:32]([F:31])=[CH:33][C:34]([N+:40]([O-:42])=[O:41])=[C:35]([NH2:39])[CH:36]=1)[CH2:3][CH2:4][CH2:5][CH2:6][CH2:7][CH2:8][CH2:9][CH2:10][CH2:11][CH2:12][CH3:13]. The catalyst class is: 24. (2) Reactant: [C:1]([O:4][CH:5]([C:9]1[CH:14]=[C:13]([O:15][CH3:16])[C:12]([O:17][CH3:18])=[C:11]([O:19][CH3:20])[CH:10]=1)[C:6]([OH:8])=O)(=[O:3])[CH3:2].[C:21](N1C=CN=C1)([N:23]1C=CN=[CH:24]1)=[O:22].CNC[C:36]1[CH:41]=[CH:40][C:39]2O[CH2:43][CH2:44][O:45][C:38]=2[CH:37]=1. Product: [CH3:20][O:19][C:11]1[CH:10]=[C:9]([C:5]2([O:4][C:1](=[O:3])[CH3:2])[C:6]3[O:8][CH2:43][CH2:44][O:45][C:38]=3[CH:37]=[CH:36][CH:41]2[CH2:40][CH2:39][C:21]([NH:23][CH3:24])=[O:22])[CH:14]=[C:13]([O:15][CH3:16])[C:12]=1[O:17][CH3:18]. The catalyst class is: 4. (3) Reactant: [Cl-].O[NH3+:3].[C:4](=[O:7])([O-])[OH:5].[Na+].CS(C)=O.[CH3:13][C:14]1[N:45]=[C:17]2[N:18]([CH:41]([CH3:44])[CH2:42][CH3:43])[C:19](=[O:40])[C:20]([CH2:25][C:26]3[CH:31]=[CH:30][C:29]([C:32]4[C:33]([C:38]#[N:39])=[CH:34][CH:35]=[CH:36][CH:37]=4)=[CH:28][CH:27]=3)=[C:21]([CH2:22][CH2:23][CH3:24])[N:16]2[N:15]=1. Product: [CH3:13][C:14]1[N:45]=[C:17]2[N:18]([CH:41]([CH3:44])[CH2:42][CH3:43])[C:19](=[O:40])[C:20]([CH2:25][C:26]3[CH:31]=[CH:30][C:29]([C:32]4[CH:37]=[CH:36][CH:35]=[CH:34][C:33]=4[C:38]4[NH:3][C:4](=[O:7])[O:5][N:39]=4)=[CH:28][CH:27]=3)=[C:21]([CH2:22][CH2:23][CH3:24])[N:16]2[N:15]=1. The catalyst class is: 13. (4) Reactant: [Cl:1][C:2]1[C:3]([N+]([O-])=O)=[C:4]([C:8]2[N:12]([CH2:13][CH:14]([OH:19])[C:15]([CH3:18])([CH3:17])[CH3:16])[C:11]3[CH:20]=[CH:21][CH:22]=[C:23]([CH3:24])[C:10]=3[N:9]=2)[CH:5]=[CH:6][CH:7]=1.[H-].[Na+]. Product: [C:15]([CH:14]1[CH2:13][N:12]2[C:8](=[N:9][C:10]3[C:23]([CH3:24])=[CH:22][CH:21]=[CH:20][C:11]=32)[C:4]2[CH:5]=[CH:6][CH:7]=[C:2]([Cl:1])[C:3]=2[O:19]1)([CH3:18])([CH3:17])[CH3:16]. The catalyst class is: 3. (5) Reactant: [Cl:1][C:2]1[CH:7]=[CH:6][CH:5]=[C:4]([N+:8]([O-])=O)[C:3]=1[N:11]1[CH2:16][CH2:15][CH2:14][CH2:13][CH2:12]1. Product: [Cl:1][C:2]1[C:3]([N:11]2[CH2:16][CH2:15][CH2:14][CH2:13][CH2:12]2)=[C:4]([NH2:8])[CH:5]=[CH:6][CH:7]=1. The catalyst class is: 45. (6) Product: [F:1][C:2]1[CH:3]=[C:4]([NH:9][C:10]([C:12]2[N:16]([CH3:17])[CH:15]=[C:14]([S:18](=[O:20])(=[O:19])[NH:33][C@H:34]3[CH2:38][CH2:37][O:36][CH2:35]3)[CH:13]=2)=[O:11])[CH:5]=[CH:6][C:7]=1[F:8]. The catalyst class is: 4. Reactant: [F:1][C:2]1[CH:3]=[C:4]([NH:9][C:10]([C:12]2[N:16]([CH3:17])[CH:15]=[C:14]([S:18](Cl)(=[O:20])=[O:19])[CH:13]=2)=[O:11])[CH:5]=[CH:6][C:7]=1[F:8].S(C1C=CC(C)=CC=1)(O)(=O)=O.[NH2:33][C@H:34]1[CH2:38][CH2:37][O:36][CH2:35]1.CCN(CC)CC.Cl.